Dataset: Reaction yield outcomes from USPTO patents with 853,638 reactions. Task: Predict the reaction yield, written as a fraction of the theoretical maximum amount of product (1.0 means a 100% yield; for example, 0.34 means a 34% yield). (1) The reactants are [NH2:1][C:2]1[CH:7]=[CH:6][C:5]([C:8](=[O:10])[CH3:9])=[CH:4][CH:3]=1.[O:11]1[C:15]2[CH:16]=[CH:17][C:18]([C:20]3[CH:24]=[C:23]([CH:25]=O)[NH:22][N:21]=3)=[CH:19][C:14]=2[O:13][CH2:12]1.[OH-].[K+]. The catalyst is C(O)C.C(OCC)(=O)C.CCCCCC. The product is [NH2:1][C:2]1[CH:7]=[CH:6][C:5]([C:8](=[O:10])/[CH:9]=[CH:25]/[C:23]2[NH:22][N:21]=[C:20]([C:18]3[CH:17]=[CH:16][C:15]4[O:11][CH2:12][O:13][C:14]=4[CH:19]=3)[CH:24]=2)=[CH:4][CH:3]=1. The yield is 0.630. (2) The reactants are Br[CH2:2][C:3]1[CH:8]=[CH:7][C:6]([C:9]([F:12])([F:11])[F:10])=[CH:5][CH:4]=1.CN(C=O)C.[OH:18][N:19]1[C:27](=[O:28])[C:26]2[C:21](=[CH:22][CH:23]=[CH:24][CH:25]=2)[C:20]1=[O:29]. No catalyst specified. The product is [F:10][C:9]([F:12])([F:11])[C:6]1[CH:7]=[CH:8][C:3]([CH2:2][O:18][N:19]2[C:27](=[O:28])[C:26]3[C:21](=[CH:22][CH:23]=[CH:24][CH:25]=3)[C:20]2=[O:29])=[CH:4][CH:5]=1. The yield is 0.379. (3) The reactants are [F:1][C:2]1[CH:7]=[CH:6][CH:5]=[C:4]([F:8])[C:3]=1[N:9]1[C:14]2[N:15]=[C:16](S(C)(=O)=O)[N:17]=[C:18]([C:19]3[CH:24]=[CH:23][C:22]([F:25])=[CH:21][C:20]=3[CH3:26])[C:13]=2[CH:12]=[CH:11][C:10]1=[O:31].Cl.[O:33]1[CH2:37][CH2:36][CH:35]([NH2:38])[CH2:34]1.C(N(CC)CC)C. No catalyst specified. The product is [F:1][C:2]1[CH:7]=[CH:6][CH:5]=[C:4]([F:8])[C:3]=1[N:9]1[C:14]2[N:15]=[C:16]([NH:38][CH:35]3[CH2:36][CH2:37][O:33][CH2:34]3)[N:17]=[C:18]([C:19]3[CH:24]=[CH:23][C:22]([F:25])=[CH:21][C:20]=3[CH3:26])[C:13]=2[CH:12]=[CH:11][C:10]1=[O:31]. The yield is 0.300.